From a dataset of Peptide-MHC class I binding affinity with 185,985 pairs from IEDB/IMGT. Regression. Given a peptide amino acid sequence and an MHC pseudo amino acid sequence, predict their binding affinity value. This is MHC class I binding data. (1) The peptide sequence is LMRRFRFTV. The MHC is HLA-B57:01 with pseudo-sequence HLA-B57:01. The binding affinity (normalized) is 0.0847. (2) The peptide sequence is NISGYNFSL. The MHC is HLA-A02:02 with pseudo-sequence HLA-A02:02. The binding affinity (normalized) is 0.604. (3) The binding affinity (normalized) is 0.529. The MHC is H-2-Kb with pseudo-sequence H-2-Kb. The peptide sequence is LMFSTSAYL. (4) The peptide sequence is CSANNSHHYM. The MHC is H-2-Db with pseudo-sequence H-2-Db. The binding affinity (normalized) is 0.723.